Dataset: Full USPTO retrosynthesis dataset with 1.9M reactions from patents (1976-2016). Task: Predict the reactants needed to synthesize the given product. Given the product [Br:16][C:9]1[C:10]([O:13][CH2:14][CH3:15])=[N:11][CH:12]=[C:7]([Cl:6])[CH:8]=1, predict the reactants needed to synthesize it. The reactants are: C([O-])(=O)C.[Na+].[Cl:6][C:7]1[CH:8]=[CH:9][C:10]([O:13][CH2:14][CH3:15])=[N:11][CH:12]=1.[Br:16]Br.